From a dataset of Reaction yield outcomes from USPTO patents with 853,638 reactions. Predict the reaction yield, written as a fraction of the theoretical maximum amount of product (1.0 means a 100% yield; for example, 0.34 means a 34% yield). (1) The reactants are C([O-])(O)=O.[Na+].N[C:7]1[C:8]([Cl:14])=[N:9][C:10]([CH3:13])=[CH:11][CH:12]=1.[Br:15][C:16]1[CH:17]=[C:18]([C:23](Cl)=[O:24])[C:19]([Cl:22])=[N:20][CH:21]=1.BrC1C=C(C(O)=O)C(O)=[N:31]C=1.O=S(Cl)Cl. The catalyst is CC#N.O. The product is [Br:15][C:16]1[CH:17]=[C:18]([C:23]([NH:31][C:11]2[C:10]([CH3:13])=[N:9][C:8]([Cl:14])=[CH:7][CH:12]=2)=[O:24])[C:19]([Cl:22])=[N:20][CH:21]=1. The yield is 0.310. (2) The reactants are [CH2:1]([C:3]1[N:4]=[C:5]2[N:18]([C:19]3[C:24]([CH3:25])=[CH:23][C:22]([CH3:26])=[CH:21][C:20]=3[CH3:27])[CH2:17][CH2:16][N:6]2[C:7]=1[C:8](O)([CH2:12][CH2:13][CH3:14])[CH2:9][CH2:10][CH3:11])[CH3:2].C1(C)C=CC(S(O)(=O)=O)=CC=1.O. The catalyst is C1(C)C=CC=CC=1. The product is [CH2:1]([C:3]1[N:4]=[C:5]2[N:18]([C:19]3[C:20]([CH3:27])=[CH:21][C:22]([CH3:26])=[CH:23][C:24]=3[CH3:25])[CH2:17][CH2:16][N:6]2[C:7]=1[C:8]([CH2:12][CH2:13][CH3:14])=[CH:9][CH2:10][CH3:11])[CH3:2]. The yield is 1.00. (3) The reactants are [Cl:1][C:2]1[N:7]=[CH:6][C:5]2[C:8](I)=[N:9][N:10]([CH:11]([CH3:13])[CH3:12])[C:4]=2[CH:3]=1.[NH:15]1[CH2:20][CH2:19][NH:18][CH2:17][CH2:16]1.N1CCC[C@H]1C(O)=O.C(=O)([O-])[O-].[K+].[K+]. The catalyst is CN(C)C=O.[Cu]I. The product is [Cl:1][C:2]1[N:7]=[CH:6][C:5]2[C:8]([N:15]3[CH2:20][CH2:19][NH:18][CH2:17][CH2:16]3)=[N:9][N:10]([CH:11]([CH3:13])[CH3:12])[C:4]=2[CH:3]=1. The yield is 0.570.